This data is from Full USPTO retrosynthesis dataset with 1.9M reactions from patents (1976-2016). The task is: Predict the reactants needed to synthesize the given product. Given the product [NH2:6][C:7]1([C:17]([NH2:18])=[O:19])[CH2:12][C:11]([CH3:13])([CH3:14])[NH:10][C:9]([CH3:16])([CH3:15])[CH2:8]1, predict the reactants needed to synthesize it. The reactants are: OS(O)(=O)=O.[NH2:6][C:7]1([C:17]#[N:18])[CH2:12][C:11]([CH3:14])([CH3:13])[NH:10][C:9]([CH3:16])([CH3:15])[CH2:8]1.[OH-:19].[Na+].